From a dataset of Forward reaction prediction with 1.9M reactions from USPTO patents (1976-2016). Predict the product of the given reaction. (1) Given the reactants [C:1]([O:4][C:5]1[CH:6]=[C:7]2[C:12](=[CH:13][C:14]=1[O:15][CH3:16])[N:11]=[CH:10][NH:9][C:8]2=O)(=[O:3])[CH3:2].C(N(C(C)C)C(C)C)C.P(Cl)(Cl)([Cl:29])=O.[Cl:32][C:33]1[C:34]([F:40])=[C:35]([CH:37]=[CH:38][CH:39]=1)[NH2:36], predict the reaction product. The product is: [ClH:29].[C:1]([O:4][C:5]1[CH:6]=[C:7]2[C:12](=[CH:13][C:14]=1[O:15][CH3:16])[N:11]=[CH:10][N:9]=[C:8]2[NH:36][C:35]1[CH:37]=[CH:38][CH:39]=[C:33]([Cl:32])[C:34]=1[F:40])(=[O:3])[CH3:2]. (2) The product is: [Cl:1][C:2]1[CH:10]=[C:6]([C:7]2[CH2:21][C:20]([CH3:22])([C:19]([O:24][CH2:25][CH3:26])=[O:23])[O:9][N:8]=2)[CH:5]=[N:4][CH:3]=1. Given the reactants [Cl:1][C:2]1[CH:3]=[N:4][CH:5]=[C:6]([CH:10]=1)[CH:7]=[N:8][OH:9].ClN1C(=O)CCC1=O.[C:19]([O:24][CH2:25][CH3:26])(=[O:23])[C:20]([CH3:22])=[CH2:21].C(N(CC)CC)C, predict the reaction product. (3) Given the reactants [NH2:1][C:2]1[CH:7]=[CH:6][C:5]([N:8]2[CH2:14][CH2:13][CH2:12][N:11](C(OC(C)(C)C)=O)[CH2:10][CH2:9]2)=[CH:4][C:3]=1[NH:22][S:23]([C:26]1[CH:31]=[CH:30][CH:29]=[CH:28][CH:27]=1)(=[O:25])=[O:24].[CH:32]([S:40]([Cl:43])(=[O:42])=[O:41])=[CH:33][C:34]1[CH:39]=[CH:38][CH:37]=[CH:36][CH:35]=1, predict the reaction product. The product is: [ClH:43].[N:8]1([C:5]2[CH:6]=[CH:7][C:2]([NH:1][S:40](/[CH:32]=[CH:33]/[C:34]3[CH:39]=[CH:38][CH:37]=[CH:36][CH:35]=3)(=[O:42])=[O:41])=[C:3]([NH:22][S:23]([C:26]3[CH:31]=[CH:30][CH:29]=[CH:28][CH:27]=3)(=[O:25])=[O:24])[CH:4]=2)[CH2:14][CH2:13][CH2:12][NH:11][CH2:10][CH2:9]1. (4) Given the reactants CC1C=CC(S(O[CH2:12][C@@H:13]2[O:17][C:16](=[O:18])[NH:15][CH2:14]2)(=O)=O)=CC=1.[C:19]1(=[O:29])[NH:23][C:22](=[O:24])[C:21]2=[CH:25][CH:26]=[CH:27][CH:28]=[C:20]12.[K].[Cl-].[Na+].O.O, predict the reaction product. The product is: [O:18]=[C:16]1[NH:15][CH2:14][C@H:13]([CH2:12][N:23]2[C:19](=[O:29])[C:20]3[C:21](=[CH:25][CH:26]=[CH:27][CH:28]=3)[C:22]2=[O:24])[O:17]1. (5) Given the reactants [CH3:1][N:2]1[CH2:8][C:7]2[CH:9]=[C:10]([CH:13]=[CH:14][C:15]([OH:17])=O)[CH:11]=[N:12][C:6]=2[NH:5][CH2:4][C:3]1=[O:18].[CH3:19][NH:20][CH2:21][C:22]1[C:30]2[C:25](=[CH:26][CH:27]=[CH:28][CH:29]=2)[NH:24][C:23]=1[CH3:31], predict the reaction product. The product is: [CH3:19][N:20]([CH2:21][C:22]1[C:30]2[C:25](=[CH:26][CH:27]=[CH:28][CH:29]=2)[NH:24][C:23]=1[CH3:31])[C:15](=[O:17])/[CH:14]=[CH:13]/[C:10]1[CH:11]=[N:12][C:6]2[NH:5][CH2:4][C:3](=[O:18])[N:2]([CH3:1])[CH2:8][C:7]=2[CH:9]=1. (6) Given the reactants [Br:1][C:2]1[S:12][C:5]2[N:6]=[C:7]([CH3:11])[CH:8]=[C:9]([NH2:10])[C:4]=2[C:3]=1[C:13]1[CH:18]=[CH:17][CH:16]=[C:15]([CH3:19])[CH:14]=1.[Li+].C[Si]([N-][Si](C)(C)C)(C)C.[Cl:30][C:31]1[CH:32]=[C:33]([S:37](Cl)(=[O:39])=[O:38])[CH:34]=[CH:35][CH:36]=1, predict the reaction product. The product is: [Br:1][C:2]1[S:12][C:5]2=[N:6][C:7]([CH3:11])=[CH:8][C:9]([NH:10][S:37]([C:33]3[CH:34]=[CH:35][CH:36]=[C:31]([Cl:30])[CH:32]=3)(=[O:39])=[O:38])=[C:4]2[C:3]=1[C:13]1[CH:18]=[CH:17][CH:16]=[C:15]([CH3:19])[CH:14]=1. (7) Given the reactants Cl.Cl.[Cl:3][C:4]1[C:5]([CH:36]2[CH2:41][CH2:40][NH:39][CH2:38][CH2:37]2)=[N:6][N:7]([C:30]2[CH:35]=[CH:34][CH:33]=[CH:32][CH:31]=2)[C:8]=1[NH:9][C:10]([NH:12][C@H:13]1[C@H:17]([C:18]2[CH:23]=[CH:22][C:21]([F:24])=[C:20]([F:25])[CH:19]=2)[CH2:16][N:15]([CH2:26][CH2:27][O:28][CH3:29])[CH2:14]1)=[O:11].CCN(C(C)C)C(C)C.C(=O)=O.[F:54][C:55]([F:68])([F:67])[S:56](O[S:56]([C:55]([F:68])([F:67])[F:54])(=[O:58])=[O:57])(=[O:58])=[O:57].Cl, predict the reaction product. The product is: [ClH:3].[Cl:3][C:4]1[C:5]([CH:36]2[CH2:37][CH2:38][N:39]([S:56]([C:55]([F:68])([F:67])[F:54])(=[O:58])=[O:57])[CH2:40][CH2:41]2)=[N:6][N:7]([C:30]2[CH:31]=[CH:32][CH:33]=[CH:34][CH:35]=2)[C:8]=1[NH:9][C:10]([NH:12][C@H:13]1[C@H:17]([C:18]2[CH:23]=[CH:22][C:21]([F:24])=[C:20]([F:25])[CH:19]=2)[CH2:16][N:15]([CH2:26][CH2:27][O:28][CH3:29])[CH2:14]1)=[O:11]. (8) Given the reactants [CH3:1][P:2]([C:5]1[CH:10]=[CH:9][C:8]([NH:11][C:12]2[N:17]=[C:16]([NH:18][C:19]3[CH:24]=[CH:23][CH:22]=[CH:21][C:20]=3[S:25]([CH:28]([CH3:30])[CH3:29])(=[O:27])=[O:26])[C:15]([NH2:31])=[CH:14][N:13]=2)=[C:7]([O:32][CH3:33])[CH:6]=1)([CH3:4])=[O:3].C1C[O:37][CH2:36]C1, predict the reaction product. The product is: [CH3:4][P:2]([C:5]1[CH:10]=[CH:9][C:8]([NH:11][C:12]2[N:17]=[C:16]3[C:15]([NH:31][C:36](=[O:37])[N:18]3[C:19]3[CH:24]=[CH:23][CH:22]=[CH:21][C:20]=3[S:25]([CH:28]([CH3:29])[CH3:30])(=[O:27])=[O:26])=[CH:14][N:13]=2)=[C:7]([O:32][CH3:33])[CH:6]=1)([CH3:1])=[O:3].